Dataset: NCI-60 drug combinations with 297,098 pairs across 59 cell lines. Task: Regression. Given two drug SMILES strings and cell line genomic features, predict the synergy score measuring deviation from expected non-interaction effect. Drug 1: CCCS(=O)(=O)NC1=C(C(=C(C=C1)F)C(=O)C2=CNC3=C2C=C(C=N3)C4=CC=C(C=C4)Cl)F. Cell line: ACHN. Synergy scores: CSS=33.4, Synergy_ZIP=1.54, Synergy_Bliss=2.92, Synergy_Loewe=-14.2, Synergy_HSA=3.49. Drug 2: CC1=C(C(=O)C2=C(C1=O)N3CC4C(C3(C2COC(=O)N)OC)N4)N.